This data is from Reaction yield outcomes from USPTO patents with 853,638 reactions. The task is: Predict the reaction yield, written as a fraction of the theoretical maximum amount of product (1.0 means a 100% yield; for example, 0.34 means a 34% yield). The reactants are [CH2:1]([NH:3][C:4](=[O:26])[NH:5][C:6]1[N:11]=[CH:10][C:9](B(O)O)=[C:8]([C:15]2[S:16][CH:17]=[C:18]([C:20]3[CH:25]=[CH:24][CH:23]=[CH:22][N:21]=3)[N:19]=2)[CH:7]=1)[CH3:2].Br[C:28]1[CH:33]=[CH:32][N:31]=[C:30]([C:34]([O:36][CH3:37])=[O:35])[CH:29]=1.C(=O)([O-])[O-].[K+].[K+]. No catalyst specified. The product is [CH2:1]([NH:3][C:4](=[O:26])[NH:5][C:6]1[N:11]=[CH:10][C:9]([C:28]2[CH:33]=[CH:32][N:31]=[C:30]([C:34]([O:36][CH3:37])=[O:35])[CH:29]=2)=[C:8]([C:15]2[S:16][CH:17]=[C:18]([C:20]3[CH:25]=[CH:24][CH:23]=[CH:22][N:21]=3)[N:19]=2)[CH:7]=1)[CH3:2]. The yield is 0.180.